This data is from Full USPTO retrosynthesis dataset with 1.9M reactions from patents (1976-2016). The task is: Predict the reactants needed to synthesize the given product. The reactants are: [CH3:1][O:2][C:3]1[CH:8]=[CH:7][N:6]=[C:5]([CH2:9][CH2:10][C:11]([OH:13])=[O:12])[CH:4]=1.[NH2:14][C:15]1[C:20]([NH2:21])=[CH:19][C:18]([CH2:22][CH:23]([CH3:25])[CH3:24])=[CH:17][N:16]=1. Given the product [CH3:1][O:2][C:3]1[CH:8]=[CH:7][N:6]=[C:5]([CH2:9][CH2:10][C:11]([OH:13])=[O:12])[CH:4]=1.[NH2:14][C:15]1[C:20]([NH2:21])=[CH:19][C:18]([CH2:22][CH:23]([CH3:25])[CH3:24])=[CH:17][N:16]=1.[CH3:1][O:2][C:3]1[CH:8]=[CH:7][N:6]=[C:5]([CH2:9][CH2:10][C:11]2[NH:14][C:15]3=[N:16][CH:17]=[C:18]([CH2:22][CH:23]([CH3:24])[CH3:25])[CH:19]=[C:20]3[N:21]=2)[CH:4]=1, predict the reactants needed to synthesize it.